Dataset: Full USPTO retrosynthesis dataset with 1.9M reactions from patents (1976-2016). Task: Predict the reactants needed to synthesize the given product. (1) Given the product [CH3:1][O:2][C:3]1[CH:4]=[CH:5][C:6]([C:7]([NH:9][C:10]2[C:19]([C:20]#[N:21])=[C:18]([NH:22][CH2:23][C:24]3[CH:29]=[CH:28][CH:27]=[CH:26][CH:25]=3)[C:17]3[C:12](=[CH:13][CH:14]=[C:15]([N:30]4[CH2:35][CH2:34][N:33]([CH3:36])[CH2:32][CH2:31]4)[CH:16]=3)[N:11]=2)=[O:8])=[CH:47][CH:48]=1, predict the reactants needed to synthesize it. The reactants are: [CH3:1][O:2][C:3]1[CH:48]=[CH:47][C:6]([C:7]([N:9](C(=O)C2C=CC(OC)=CC=2)[C:10]2[C:19]([C:20]#[N:21])=[C:18]([NH:22][CH2:23][C:24]3[CH:29]=[CH:28][CH:27]=[CH:26][CH:25]=3)[C:17]3[C:12](=[CH:13][CH:14]=[C:15]([N:30]4[CH2:35][CH2:34][N:33]([CH3:36])[CH2:32][CH2:31]4)[CH:16]=3)[N:11]=2)=[O:8])=[CH:5][CH:4]=1.C(O)(=O)C.C(=O)([O-])O.[Na+]. (2) Given the product [F:30][C:2]([F:1])([F:29])[C:3]1[CH:4]=[C:5]([CH:26]=[CH:27][CH:28]=1)[CH2:6][NH:7][C:8]([C:9]1[CH:14]=[CH:13][N:12]=[C:11]([C:15]2[CH:20]=[C:19]([S:21][CH2:22][CH3:23])[CH:18]=[CH:17][C:16]=2[NH:24][C:44]([C:43]2[CH:42]=[C:41]([CH:49]=[CH:48][CH:47]=2)[CH2:40][S:39][CH2:38][CH2:37][C:36]([O:35][C:31]([CH3:34])([CH3:32])[CH3:33])=[O:50])=[O:45])[CH:10]=1)=[O:25], predict the reactants needed to synthesize it. The reactants are: [F:1][C:2]([F:30])([F:29])[C:3]1[CH:4]=[C:5]([CH:26]=[CH:27][CH:28]=1)[CH2:6][NH:7][C:8](=[O:25])[C:9]1[CH:14]=[CH:13][N:12]=[C:11]([C:15]2[CH:20]=[C:19]([S:21][CH2:22][CH3:23])[CH:18]=[CH:17][C:16]=2[NH2:24])[CH:10]=1.[C:31]([O:35][C:36](=[O:50])[CH2:37][CH2:38][S:39][CH2:40][C:41]1[CH:42]=[C:43]([CH:47]=[CH:48][CH:49]=1)[C:44](O)=[O:45])([CH3:34])([CH3:33])[CH3:32].CCN=C=NCCCN(C)C.Cl. (3) The reactants are: [Cl:1][C:2]1[CH:7]=[C:6]2[NH:8][C:9](=[O:31])[C@:10]3([C@H:15]([C:16]4[CH:21]=[CH:20][CH:19]=[C:18]([Cl:22])[CH:17]=4)[CH2:14][C:13](=[O:23])[N:12]([CH2:24][CH2:25][CH2:26]Cl)[C@@H:11]3[C:28]([CH3:30])=[CH2:29])[C:5]2=[CH:4][CH:3]=1.[CH3:32]OC([Si](C)(C)C)C.[N:40]1([C:46](=[O:48])[CH3:47])[CH2:45][CH2:44][NH:43][CH2:42][CH2:41]1.FC(F)(F)C(O)=O. Given the product [CH3:25][CH2:24][N:12]([CH:11]([CH3:10])[CH3:28])[CH:13]([CH3:14])[CH3:32].[C:46]([N:40]1[CH2:45][CH2:44][N:43]([CH2:26][CH2:25][CH2:24][N:12]2[C:13](=[O:23])[CH2:14][CH:15]([C:16]3[CH:21]=[CH:20][CH:19]=[C:18]([Cl:22])[CH:17]=3)[C:10]3([C:5]4[C:6](=[CH:7][C:2]([Cl:1])=[CH:3][CH:4]=4)[NH:8][C:9]3=[O:31])[CH:11]2[C:28]([CH3:30])=[CH2:29])[CH2:42][CH2:41]1)(=[O:48])[CH3:47], predict the reactants needed to synthesize it. (4) Given the product [Cl:36][C:33]1[CH:34]=[C:35]2[NH:6][C:7](=[O:37])[C:8]3([CH:13]([C:14]4[CH:19]=[C:18]([F:20])[CH:17]=[CH:16][C:15]=4[CH3:21])[CH2:12][C:11](=[O:22])[NH:10][CH:9]3[C:23]3[CH:28]=[CH:27][CH:26]=[C:25]([Cl:29])[CH:24]=3)[C:30]2=[CH:31][CH:32]=1, predict the reactants needed to synthesize it. The reactants are: C(OC([N:6]1[C:35]2[C:30](=[CH:31][CH:32]=[C:33]([Cl:36])[CH:34]=2)[C:8]2([CH:13]([C:14]3[CH:19]=[C:18]([F:20])[CH:17]=[CH:16][C:15]=3[CH3:21])[CH2:12][C:11](=[O:22])[NH:10][CH:9]2[C:23]2[CH:28]=[CH:27][CH:26]=[C:25]([Cl:29])[CH:24]=2)[C:7]1=[O:37])=O)C.[OH-].[Na+].